This data is from Catalyst prediction with 721,799 reactions and 888 catalyst types from USPTO. The task is: Predict which catalyst facilitates the given reaction. (1) The catalyst class is: 92. Product: [C:29]([C:24]1[CH:25]=[C:26]([O:27][CH3:28])[C:21]2[N:22]([C:33]([C:34]3[CH:35]=[CH:36][CH:37]=[CH:38][CH:39]=3)=[C:19]([C:16]3[CH:17]=[CH:18][C:13]([C:9]4([NH:8][C:6](=[O:7])[O:5][C:1]([CH3:4])([CH3:3])[CH3:2])[CH2:12][CH2:11][CH2:10]4)=[CH:14][CH:15]=3)[N:20]=2)[N:23]=1)(=[O:31])[NH2:40]. Reactant: [C:1]([O:5][C:6]([NH:8][C:9]1([C:13]2[CH:18]=[CH:17][C:16]([C:19]3[N:20]=[C:21]4[C:26]([O:27][CH3:28])=[CH:25][C:24]([C:29]([O:31]C)=O)=[N:23][N:22]4[C:33]=3[C:34]3[CH:39]=[CH:38][CH:37]=[CH:36][CH:35]=3)=[CH:15][CH:14]=2)[CH2:12][CH2:11][CH2:10]1)=[O:7])([CH3:4])([CH3:3])[CH3:2].[NH3:40]. (2) Reactant: C1(P(C2C=CC=CC=2)C2C=CC=CC=2)C=CC=CC=1.N(C(OC(C)C)=O)=NC([O:24][CH:25](C)[CH3:26])=O.[CH:34]([C@H:47]1[N:52]2[CH2:53][C@H:54]([OH:56])[CH2:55][C@H:51]2[CH2:50][N:49]([C:57]([O:59][C:60]([CH3:63])([CH3:62])[CH3:61])=[O:58])[CH2:48]1)([C:41]1[CH:46]=[CH:45][CH:44]=[CH:43][CH:42]=1)[C:35]1[CH:40]=[CH:39][CH:38]=[CH:37][CH:36]=1.C(=O)(O)[O-].[Na+]. Product: [C:25]([O:56][C@@H:54]1[CH2:53][N:52]2[C@H:47]([CH:34]([C:41]3[CH:42]=[CH:43][CH:44]=[CH:45][CH:46]=3)[C:35]3[CH:40]=[CH:39][CH:38]=[CH:37][CH:36]=3)[CH2:48][N:49]([C:57]([O:59][C:60]([CH3:63])([CH3:62])[CH3:61])=[O:58])[CH2:50][C@@H:51]2[CH2:55]1)(=[O:24])[CH3:26]. The catalyst class is: 506. (3) Reactant: Cl.[C:2]([C:4]1[CH:9]=[CH:8][C:7]([NH:10][NH2:11])=[CH:6][CH:5]=1)#[N:3].[Cl:12][CH2:13][CH2:14][CH2:15][CH2:16][CH2:17][CH:18]=O.C(N(CC)CC)C. Product: [Cl:12][CH2:13][CH2:14][CH2:15][CH2:16][CH2:17][CH:18]=[N:11][NH:10][C:7]1[CH:8]=[CH:9][C:4]([C:2]#[N:3])=[CH:5][CH:6]=1. The catalyst class is: 11. (4) The catalyst class is: 12. Product: [CH3:1][O:2][C:3]1[CH:4]=[CH:5][C:6]([C:9]([NH:22][CH2:23][CH2:24][N:25]([C:31](=[O:53])[CH2:32][C:33]2[C:41]3[C:36](=[N:37][CH:38]=[N:39][C:40]=3[NH:42][C:43]([C:45]3[CH:46]=[CH:47][C:48]([O:51][CH3:52])=[CH:49][CH:50]=3)=[O:44])[NH:35][N:34]=2)[CH2:26][C:27]([OH:29])=[O:28])([C:16]2[CH:17]=[CH:18][CH:19]=[CH:20][CH:21]=2)[C:10]2[CH:15]=[CH:14][CH:13]=[CH:12][CH:11]=2)=[CH:7][CH:8]=1. Reactant: [CH3:1][O:2][C:3]1[CH:8]=[CH:7][C:6]([C:9]([NH:22][CH2:23][CH2:24][N:25]([C:31](=[O:53])[CH2:32][C:33]2[C:41]3[C:36](=[N:37][CH:38]=[N:39][C:40]=3[NH:42][C:43]([C:45]3[CH:50]=[CH:49][C:48]([O:51][CH3:52])=[CH:47][CH:46]=3)=[O:44])[NH:35][N:34]=2)[CH2:26][C:27]([O:29]C)=[O:28])([C:16]2[CH:21]=[CH:20][CH:19]=[CH:18][CH:17]=2)[C:10]2[CH:15]=[CH:14][CH:13]=[CH:12][CH:11]=2)=[CH:5][CH:4]=1.[OH-].[Na+]. (5) Reactant: [F-].C([N+](CCCC)(CCCC)CCCC)CCC.[Si]([O:26][CH2:27][CH:28]([O:43][CH2:44][O:45][CH3:46])[CH2:29][N:30]1[C:35](=[O:36])[CH:34]=[N:33][C:32]2[CH:37]=[CH:38][C:39]([O:41][CH3:42])=[N:40][C:31]1=2)(C(C)(C)C)(C)C. Product: [OH:26][CH2:27][CH:28]([O:43][CH2:44][O:45][CH3:46])[CH2:29][N:30]1[C:35](=[O:36])[CH:34]=[N:33][C:32]2[CH:37]=[CH:38][C:39]([O:41][CH3:42])=[N:40][C:31]1=2. The catalyst class is: 217. (6) Reactant: [NH2:1][C:2]1[CH:3]=[C:4]([CH2:14][OH:15])[CH:5]=[C:6]([C:8]2[CH:9]=[N:10][N:11]([CH3:13])[CH:12]=2)[CH:7]=1.Cl[C:17]1[N:26]=[CH:25][C:24]2[C:19](=[CH:20][CH:21]=[C:22]([Br:27])[CH:23]=2)[N:18]=1. Product: [Br:27][C:22]1[CH:23]=[C:24]2[C:19](=[CH:20][CH:21]=1)[N:18]=[C:17]([NH:1][C:2]1[CH:3]=[C:4]([CH2:14][OH:15])[CH:5]=[C:6]([C:8]3[CH:9]=[N:10][N:11]([CH3:13])[CH:12]=3)[CH:7]=1)[N:26]=[CH:25]2. The catalyst class is: 32.